This data is from Full USPTO retrosynthesis dataset with 1.9M reactions from patents (1976-2016). The task is: Predict the reactants needed to synthesize the given product. Given the product [CH:1]([N:4]1[C:8]([C:9]2[N:10]=[C:11]3[C:17]4[CH:18]=[CH:19][C:20]([C:22]([NH:27][CH3:26])=[O:24])=[CH:21][C:16]=4[O:15][CH2:14][CH2:13][N:12]3[CH:25]=2)=[N:7][CH:6]=[N:5]1)([CH3:2])[CH3:3], predict the reactants needed to synthesize it. The reactants are: [CH:1]([N:4]1[C:8]([C:9]2[N:10]=[C:11]3[C:17]4[CH:18]=[CH:19][C:20]([C:22]([OH:24])=O)=[CH:21][C:16]=4[O:15][CH2:14][CH2:13][N:12]3[CH:25]=2)=[N:7][CH:6]=[N:5]1)([CH3:3])[CH3:2].[CH3:26][NH2:27].